From a dataset of TCR-epitope binding with 47,182 pairs between 192 epitopes and 23,139 TCRs. Binary Classification. Given a T-cell receptor sequence (or CDR3 region) and an epitope sequence, predict whether binding occurs between them. (1) The epitope is SSNVANYQK. The TCR CDR3 sequence is CSARNLGASFDEQFF. Result: 0 (the TCR does not bind to the epitope). (2) The epitope is LLLGIGILV. The TCR CDR3 sequence is CASSLEIGTGNSPLHF. Result: 0 (the TCR does not bind to the epitope). (3) The epitope is AVFDRKSDAK. The TCR CDR3 sequence is CASTGLAGQETQYF. Result: 1 (the TCR binds to the epitope). (4) The epitope is FLNRFTTTL. The TCR CDR3 sequence is CASQYSNTGELFF. Result: 0 (the TCR does not bind to the epitope). (5) The epitope is ALLADKFPV. The TCR CDR3 sequence is CASRGGYEQFF. Result: 1 (the TCR binds to the epitope). (6) The epitope is WICLLQFAY. The TCR CDR3 sequence is CASSWDTSRTEAFF. Result: 0 (the TCR does not bind to the epitope). (7) The epitope is YEGNSPFHPL. The TCR CDR3 sequence is CASTGLAGEETQYF. Result: 0 (the TCR does not bind to the epitope).